This data is from Catalyst prediction with 721,799 reactions and 888 catalyst types from USPTO. The task is: Predict which catalyst facilitates the given reaction. Product: [Cl:1][C:2]1[C:9]([CH3:10])=[C:8]([N:11]2[C@H:15]([C:16]([F:18])([F:19])[F:17])[C@@H:14]3[C@@H:20]([OH:23])[CH2:21][CH2:22][N:13]3[C:12]2=[O:31])[CH:7]=[CH:6][C:3]=1[C:4]#[N:5]. The catalyst class is: 1. Reactant: [Cl:1][C:2]1[C:9]([CH3:10])=[C:8]([N:11]2[C@H:15]([C:16]([F:19])([F:18])[F:17])[C@@H:14]3[C@@H:20]([O:23][Si](C(C)(C)C)(C)C)[CH2:21][CH2:22][N:13]3[C:12]2=[O:31])[CH:7]=[CH:6][C:3]=1[C:4]#[N:5].CCCC[N+](CCCC)(CCCC)CCCC.[F-].[Cl-].[NH4+].CCOC(C)=O.